Dataset: Full USPTO retrosynthesis dataset with 1.9M reactions from patents (1976-2016). Task: Predict the reactants needed to synthesize the given product. (1) Given the product [F:18][C:16]1[CH:17]=[C:12]([N:11]2[CH2:9][C@@H:30]([CH2:31][CH2:32][OH:33])[O:34][C:35]2=[O:39])[CH:13]=[CH:14][C:15]=1[N:19]1[CH:23]=[CH:22][N:21]=[C:20]1[CH3:24], predict the reactants needed to synthesize it. The reactants are: C(O[C:9]([NH:11][C:12]1[CH:13]=[CH:14][C:15]([N:19]2[CH:23]=[CH:22][N:21]=[C:20]2[CH3:24])=[C:16]([F:18])[CH:17]=1)=O)C1C=CC=CC=1.C([Li])CCC.[CH2:30]([O:34][C:35](=[O:39])CCC)[C@@H:31]1[O:33][CH2:32]1.C(=O)(O)[O-].[Na+]. (2) Given the product [C:1]([O:5][C:6]([NH:7][C:8]1[CH:13]=[CH:12][CH:11]=[CH:10][C:9]=1[CH2:14][O:15][S:25]([CH3:24])(=[O:27])=[O:26])=[O:16])([CH3:4])([CH3:2])[CH3:3], predict the reactants needed to synthesize it. The reactants are: [C:1]([O:5][C:6](=[O:16])[NH:7][C:8]1[CH:13]=[CH:12][CH:11]=[CH:10][C:9]=1[CH2:14][OH:15])([CH3:4])([CH3:3])[CH3:2].CCN(CC)CC.[CH3:24][S:25](Cl)(=[O:27])=[O:26].Cl. (3) Given the product [Br:1][C:2]1[CH:3]=[C:4]2[C:9](=[C:10]([F:12])[CH:11]=1)[N:8]1[C:14]([CH3:15])=[N:17][N:18]=[C:7]1[CH2:6][CH2:5]2, predict the reactants needed to synthesize it. The reactants are: [Br:1][C:2]1[CH:3]=[C:4]2[C:9](=[C:10]([F:12])[CH:11]=1)[NH:8][C:7](=S)[CH2:6][CH2:5]2.[C:14]([NH:17][NH2:18])(=O)[CH3:15].C(OCC)(=O)C.O.